From a dataset of Full USPTO retrosynthesis dataset with 1.9M reactions from patents (1976-2016). Predict the reactants needed to synthesize the given product. (1) Given the product [N+:3]([CH2:6][C:8]1([OH:7])[CH2:9][CH2:10][N:11]([C:14]2[CH:19]=[CH:18][C:17]([N:20]3[CH2:24][C@H:23]([CH2:25][NH:26][C:27](=[O:29])[CH3:28])[O:22][C:21]3=[O:30])=[CH:16][C:15]=2[F:31])[CH2:12][CH2:13]1)([O-:5])=[O:4], predict the reactants needed to synthesize it. The reactants are: [H-].[Na+].[N+:3]([CH3:6])([O-:5])=[O:4].[O:7]=[C:8]1[CH2:13][CH2:12][N:11]([C:14]2[CH:19]=[CH:18][C:17]([N:20]3[CH2:24][C@H:23]([CH2:25][NH:26][C:27](=[O:29])[CH3:28])[O:22][C:21]3=[O:30])=[CH:16][C:15]=2[F:31])[CH2:10][CH2:9]1. (2) Given the product [N:1]([C:4]1[CH:22]=[CH:21][C:7]([CH:8]2[C:18]3[C:13](=[CH:14][CH:15]=[C:16]([O:19][CH3:20])[CH:17]=3)[CH2:12][CH2:11][N:10]2[CH3:26])=[CH:6][CH:5]=1)=[N+:2]=[N-:3], predict the reactants needed to synthesize it. The reactants are: [N:1]([C:4]1[CH:22]=[CH:21][C:7]([C:8]([NH:10][CH2:11][CH2:12][C:13]2[CH:18]=[CH:17][C:16]([O:19][CH3:20])=[CH:15][CH:14]=2)=O)=[CH:6][CH:5]=1)=[N+:2]=[N-:3].C=O.[BH3-][C:26]#N.[Na+]. (3) Given the product [OH:38][C:26]1[C:25](=[O:24])[N:14]([C:15]2[N:16]=[N:17][C:18]([CH3:21])=[CH:19][CH:20]=2)[CH:8]([C:7]2[CH:10]=[CH:11][C:4]([O:3][C:2]([F:13])([F:12])[F:1])=[CH:5][CH:6]=2)[C:27]=1[C:28]([C:30]1[CH:31]=[N:32][C:33]([O:36][CH3:37])=[CH:34][CH:35]=1)=[O:29], predict the reactants needed to synthesize it. The reactants are: [F:1][C:2]([F:13])([F:12])[O:3][C:4]1[CH:11]=[CH:10][C:7]([CH:8]=O)=[CH:6][CH:5]=1.[NH2:14][C:15]1[N:16]=[N:17][C:18]([CH3:21])=[CH:19][CH:20]=1.C([O:24][C:25](=O)[C:26]([OH:38])=[CH:27][C:28]([C:30]1[CH:31]=[N:32][C:33]([O:36][CH3:37])=[CH:34][CH:35]=1)=[O:29])C. (4) Given the product [CH3:5][C:3]1([CH:2]([Cl:6])[Cl:1])[S:11][CH2:7][CH2:8][CH2:9][S:10]1, predict the reactants needed to synthesize it. The reactants are: [Cl:1][CH:2]([Cl:6])[C:3]([CH3:5])=O.[CH2:7]([SH:11])[CH2:8][CH2:9][SH:10]. (5) Given the product [CH3:1][C:2]1[CH2:3][N:4]([NH:9][C:10]([C:12]2[CH:17]=[N:16][C:15]([C:18]3[CH:23]=[CH:22][C:21]([OH:24])=[CH:20][CH:19]=3)=[N:14][CH:13]=2)=[O:11])[C:5](=[O:8])[NH:6][N:7]=1, predict the reactants needed to synthesize it. The reactants are: [CH3:1][C:2]1[CH2:3][N:4]([NH:9][C:10]([C:12]2[CH:13]=[N:14][C:15]([C:18]3[CH:23]=[CH:22][C:21]([O:24]C)=[CH:20][CH:19]=3)=[N:16][CH:17]=2)=[O:11])[C:5](=[O:8])[NH:6][N:7]=1.C[S-].[Na+]. (6) Given the product [F:26][CH2:27][CH2:28][NH:29][C:21]([C:19]1[CH:18]=[CH:17][C:13]2[N:14]([CH2:15][CH3:16])[C:10]([NH:9][C:7]3[S:8][C:4]4[CH:3]=[C:2]([Cl:1])[CH:25]=[CH:24][C:5]=4[N:6]=3)=[N:11][C:12]=2[CH:20]=1)=[O:22], predict the reactants needed to synthesize it. The reactants are: [Cl:1][C:2]1[CH:25]=[CH:24][C:5]2[N:6]=[C:7]([NH:9][C:10]3[N:14]([CH2:15][CH3:16])[C:13]4[CH:17]=[CH:18][C:19]([C:21](O)=[O:22])=[CH:20][C:12]=4[N:11]=3)[S:8][C:4]=2[CH:3]=1.[F:26][CH2:27][CH2:28][NH2:29].CN(C(ON1N=NC2C=CC=CC1=2)=[N+](C)C)C.F[P-](F)(F)(F)(F)F.CCN(C(C)C)C(C)C.